From a dataset of Full USPTO retrosynthesis dataset with 1.9M reactions from patents (1976-2016). Predict the reactants needed to synthesize the given product. (1) Given the product [CH:20]1([C:18]2[NH:17][N:16]=[C:15]([NH:14][C:12]3[N:13]=[C:8]([N:1]4[CH2:6][CH2:5][O:4][CH2:3][CH2:2]4)[N:9]=[C:10]([N:23]4[CH2:27][C:26]([CH3:28])([CH3:29])[CH2:25][C@@:24]4([CH3:34])[C:30]([O:32][CH3:33])=[O:31])[N:11]=3)[CH:19]=2)[CH2:22][CH2:21]1, predict the reactants needed to synthesize it. The reactants are: [NH:1]1[CH2:6][CH2:5][O:4][CH2:3][CH2:2]1.Cl[C:8]1[N:13]=[C:12]([NH:14][C:15]2[CH:19]=[C:18]([CH:20]3[CH2:22][CH2:21]3)[NH:17][N:16]=2)[N:11]=[C:10]([N:23]2[CH2:27][C:26]([CH3:29])([CH3:28])[CH2:25][C@@:24]2([CH3:34])[C:30]([O:32][CH3:33])=[O:31])[N:9]=1. (2) Given the product [Si:3]([O:20][CH2:21][CH2:22][O:23][CH2:24][C@H:25]([O:35][C:37]1[N:42]=[CH:41][N:40]=[C:39]2[N:43]([C:46]3[CH:51]=[CH:50][CH:49]=[CH:48][C:47]=3[Cl:52])[N:44]=[CH:45][C:38]=12)[C:26]([NH:28][C:29]1[CH:34]=[CH:33][CH:32]=[CH:31][N:30]=1)=[O:27])([C:16]([CH3:19])([CH3:18])[CH3:17])([C:10]1[CH:15]=[CH:14][CH:13]=[CH:12][CH:11]=1)[C:4]1[CH:9]=[CH:8][CH:7]=[CH:6][CH:5]=1, predict the reactants needed to synthesize it. The reactants are: [H-].[Na+].[Si:3]([O:20][CH2:21][CH2:22][O:23][CH2:24][C@H:25]([OH:35])[C:26]([NH:28][C:29]1[CH:34]=[CH:33][CH:32]=[CH:31][N:30]=1)=[O:27])([C:16]([CH3:19])([CH3:18])[CH3:17])([C:10]1[CH:15]=[CH:14][CH:13]=[CH:12][CH:11]=1)[C:4]1[CH:9]=[CH:8][CH:7]=[CH:6][CH:5]=1.Cl[C:37]1[N:42]=[CH:41][N:40]=[C:39]2[N:43]([C:46]3[CH:51]=[CH:50][CH:49]=[CH:48][C:47]=3[Cl:52])[N:44]=[CH:45][C:38]=12.C(O)(=O)CC(CC(O)=O)(C(O)=O)O. (3) Given the product [F:1][C:2]([F:11])([F:12])[C:3]([C:5]1[CH:10]=[CH:9][CH:8]=[C:7]([N+:13]([O-:15])=[O:14])[CH:6]=1)=[O:4], predict the reactants needed to synthesize it. The reactants are: [F:1][C:2]([F:12])([F:11])[C:3]([C:5]1[CH:10]=[CH:9][CH:8]=[CH:7][CH:6]=1)=[O:4].[N+:13]([O-])([OH:15])=[O:14].[OH-].[Na+]. (4) The reactants are: C(OC(=O)NCCCC[C:12]([C:14]1[CH:19]=[CH:18][CH:17]=[C:16]([C:20](=[O:33])[NH:21][CH2:22][CH2:23][CH2:24][NH:25]C(OC(C)(C)C)=O)[CH:15]=1)=[O:13])(C)(C)C.[ClH:35]. Given the product [Cl-:35].[C:12]([NH:21][CH2:22][CH2:23][CH2:24][NH3+:25])(=[O:13])[C:14]1[CH:19]=[CH:18][CH:17]=[C:16]([C:20]([NH:21][CH2:22][CH2:23][CH2:24][NH3+:25])=[O:33])[CH:15]=1.[Cl-:35], predict the reactants needed to synthesize it. (5) Given the product [C:1]([O:5][C:6](=[O:29])[CH2:7][N:8]([S:18]([C:21]1[CH:22]=[C:23]([Cl:28])[CH:24]=[C:25]([Cl:27])[CH:26]=1)(=[O:19])=[O:20])[C:9]1[CH:10]=[C:11]2[C:15](=[CH:16][CH:17]=1)[N:14]([C:35]1[CH:34]=[C:33]([Cl:38])[N:32]=[C:31]([Cl:30])[N:36]=1)[CH:13]=[CH:12]2)([CH3:4])([CH3:2])[CH3:3], predict the reactants needed to synthesize it. The reactants are: [C:1]([O:5][C:6](=[O:29])[CH2:7][N:8]([S:18]([C:21]1[CH:26]=[C:25]([Cl:27])[CH:24]=[C:23]([Cl:28])[CH:22]=1)(=[O:20])=[O:19])[C:9]1[CH:10]=[C:11]2[C:15](=[CH:16][CH:17]=1)[NH:14][CH:13]=[CH:12]2)([CH3:4])([CH3:3])[CH3:2].[Cl:30][C:31]1[N:36]=[C:35](Cl)[CH:34]=[C:33]([Cl:38])[N:32]=1.